From a dataset of Reaction yield outcomes from USPTO patents with 853,638 reactions. Predict the reaction yield, written as a fraction of the theoretical maximum amount of product (1.0 means a 100% yield; for example, 0.34 means a 34% yield). (1) The reactants are [H-].[Na+].[F:3][C:4]1[CH:9]=[CH:8][C:7]([C:10](=[O:13])[CH2:11][CH3:12])=[C:6]([OH:14])[CH:5]=1.Br[CH2:16][C:17]#[CH:18]. The catalyst is CN(C=O)C. The product is [F:3][C:4]1[CH:9]=[CH:8][C:7]([C:10](=[O:13])[CH2:11][CH3:12])=[C:6]([O:14][CH2:18][C:17]#[CH:16])[CH:5]=1. The yield is 0.680. (2) The reactants are [CH3:1][O:2][CH2:3][CH2:4][O:5][C:6]1[CH:11]=[CH:10][N:9]2[C:12]([C:15]3[CH:24]=[CH:23][C:22]4[C:17](=[C:18]([N:25]5[CH2:30][CH2:29][N:28](C(OC(C)(C)C)=O)[CH2:27][CH2:26]5)[CH:19]=[CH:20][CH:21]=4)[N:16]=3)=[N:13][N:14]=[C:8]2[CH:7]=1.Cl.[OH-].[Na+]. The catalyst is C1COCC1.CO.O1CCOCC1. The product is [CH3:1][O:2][CH2:3][CH2:4][O:5][C:6]1[CH:11]=[CH:10][N:9]2[C:12]([C:15]3[CH:24]=[CH:23][C:22]4[C:17](=[C:18]([N:25]5[CH2:30][CH2:29][NH:28][CH2:27][CH2:26]5)[CH:19]=[CH:20][CH:21]=4)[N:16]=3)=[N:13][N:14]=[C:8]2[CH:7]=1. The yield is 0.230. (3) The reactants are Br[C:2]1[CH:11]=[C:10]2[C:5]([CH:6]=[C:7]([NH:12][C:13]([CH:15]3[CH2:17][CH2:16]3)=[O:14])[N:8]=[CH:9]2)=[CH:4][CH:3]=1.N1C2C(=CC=C3C=2N=CC=C3)C=CC=1.[C:32](=O)([O-])[O-:33].[Cs+].[Cs+]. The catalyst is [Cu]I.C(O)C. The product is [CH3:32][O:33][C:2]1[CH:11]=[C:10]2[C:5]([CH:6]=[C:7]([NH:12][C:13]([CH:15]3[CH2:17][CH2:16]3)=[O:14])[N:8]=[CH:9]2)=[CH:4][CH:3]=1. The yield is 0.0570.